Dataset: Reaction yield outcomes from USPTO patents with 853,638 reactions. Task: Predict the reaction yield, written as a fraction of the theoretical maximum amount of product (1.0 means a 100% yield; for example, 0.34 means a 34% yield). (1) The reactants are BrC([C:4]1[C:9]2=[N:10][O:11][N:12]=[C:8]2[CH:7]=[CH:6][CH:5]=1)Br.C[CH2:14][OH:15]. The catalyst is O.[N+]([O-])([O-])=O.[Ag+]. The product is [CH:14]([C:6]1[CH:5]=[CH:4][C:9]2[C:8]([CH:7]=1)=[N:12][O:11][N:10]=2)=[O:15]. The yield is 0.780. (2) The reactants are O[CH2:2][C:3]1[CH:8]=[C:7]([CH3:9])[CH:6]=[CH:5][C:4]=1[N:10]([CH3:15])[S:11]([CH3:14])(=[O:13])=[O:12].C(Cl)(Cl)[Cl:17].S(Cl)(Cl)=O. The catalyst is C(OCC)(=O)C.CCCCCC. The product is [Cl:17][CH2:2][C:3]1[CH:8]=[C:7]([CH3:9])[CH:6]=[CH:5][C:4]=1[N:10]([CH3:15])[S:11]([CH3:14])(=[O:13])=[O:12]. The yield is 0.940. (3) The reactants are [CH2:1]([CH2:3][NH2:4])[OH:2].[CH:5](=O)[C:6]1[CH:11]=[CH:10][CH:9]=[CH:8][CH:7]=1. The catalyst is CO. The product is [CH:5](=[N:4]/[CH2:3][CH2:1][OH:2])\[C:6]1[CH:11]=[CH:10][CH:9]=[CH:8][CH:7]=1. The yield is 0.870. (4) The reactants are ClC1[CH:3]=[CH:4][C:5]([S:23][S:23][C:5]2[CH:4]=[CH:3]C(Cl)=[CH:7][C:6]=2[NH:8][S:9]([C:12]2[CH:17]=[CH:16][C:15]([Cl:18])=[C:14]([C:19]([F:22])([F:21])[F:20])[CH:13]=2)(=[O:11])=[O:10])=[C:6]([NH:8][S:9]([C:12]2[CH:17]=[CH:16][C:15]([Cl:18])=[C:14]([C:19]([F:22])([F:21])[F:20])[CH:13]=2)(=[O:11])=[O:10])[CH:7]=1.C([O-])(O)=O.[Na+].[C:52]1(P(C2C=CC=CC=2)C2C=CC=CC=2)C=CC=C[CH:53]=1.C(I)C.[CH2:74]([Cl:76])Cl. The catalyst is CCOC(C)=O. The product is [Cl:18][C:15]1[CH:16]=[CH:17][C:12]([S:9]([NH:8][C:6]2[CH:7]=[C:74]([Cl:76])[CH:3]=[CH:4][C:5]=2[S:23][CH2:52][CH3:53])(=[O:11])=[O:10])=[CH:13][C:14]=1[C:19]([F:21])([F:22])[F:20]. The yield is 0.590. (5) The reactants are Cl[CH2:2][CH2:3][O:4][C:5]1[C:13]2[C:8](=[N:9][CH:10]=[N:11][C:12]=2[NH:14][C:15]2[CH:20]=[CH:19][C:18]([O:21][CH2:22][C:23]3[CH:28]=[CH:27][CH:26]=[CH:25][N:24]=3)=[C:17]([CH3:29])[CH:16]=2)[NH:7][N:6]=1.[NH:30]1[CH2:34][CH2:33][CH2:32][CH2:31]1. No catalyst specified. The product is [CH3:29][C:17]1[CH:16]=[C:15]([NH:14][C:12]2[N:11]=[CH:10][N:9]=[C:8]3[NH:7][N:6]=[C:5]([O:4][CH2:3][CH2:2][N:30]4[CH2:34][CH2:33][CH2:32][CH2:31]4)[C:13]=23)[CH:20]=[CH:19][C:18]=1[O:21][CH2:22][C:23]1[CH:28]=[CH:27][CH:26]=[CH:25][N:24]=1. The yield is 0.400. (6) The reactants are [OH:1][C:2]1[CH:3]=[C:4]2[C:9](=[CH:10][CH:11]=1)[CH:8]([C:12]([O:14][CH2:15][CH3:16])=[O:13])[N:7]([C:17]([O:19][C:20]([CH3:23])([CH3:22])[CH3:21])=[O:18])[CH2:6][CH2:5]2.CCN(C(C)C)C(C)C.C1COCC1.[F:38][C:39]([F:58])([F:57])[S:40](N(C1C=CC=CC=1)[S:40]([C:39]([F:58])([F:57])[F:38])(=[O:42])=[O:41])(=[O:42])=[O:41]. The catalyst is CN(C1C=CN=CC=1)C.C(OCC)(=O)C.CCCCCC.C(OCC)(=O)C. The product is [F:38][C:39]([F:58])([F:57])[S:40]([O:1][C:2]1[CH:3]=[C:4]2[C:9](=[CH:10][CH:11]=1)[CH:8]([C:12]([O:14][CH2:15][CH3:16])=[O:13])[N:7]([C:17]([O:19][C:20]([CH3:22])([CH3:21])[CH3:23])=[O:18])[CH2:6][CH2:5]2)(=[O:42])=[O:41]. The yield is 1.05. (7) The reactants are C12(CS(O)(=O)=O)C(C)(C)C(CC1)CC2=O.[CH2:16]1[C:25]2[C:20](=[CH:21][CH:22]=[CH:23][CH:24]=2)[CH2:19][CH:18]([C:26]([O:28]CC2C=CC=CC=2)=[O:27])[NH:17]1. The catalyst is C(O)C.[Pd]. The product is [CH2:16]1[C:25]2[C:20](=[CH:21][CH:22]=[CH:23][CH:24]=2)[CH2:19][CH:18]([C:26]([OH:28])=[O:27])[NH:17]1. The yield is 1.00.